Dataset: Reaction yield outcomes from USPTO patents with 853,638 reactions. Task: Predict the reaction yield, written as a fraction of the theoretical maximum amount of product (1.0 means a 100% yield; for example, 0.34 means a 34% yield). The product is [F:15][C:12]1[CH:13]=[CH:14][C:9]([O:8][C:5]2[N:6]=[CH:7][C:2]([CH:17]=[O:16])=[CH:3][CH:4]=2)=[CH:10][CH:11]=1. The reactants are Br[C:2]1[CH:3]=[CH:4][C:5]([O:8][C:9]2[CH:14]=[CH:13][C:12]([F:15])=[CH:11][CH:10]=2)=[N:6][CH:7]=1.[O:16]1CCC[CH2:17]1.C([Li])CCC.CN(C)C=O. The yield is 0.360. The catalyst is O.